This data is from Full USPTO retrosynthesis dataset with 1.9M reactions from patents (1976-2016). The task is: Predict the reactants needed to synthesize the given product. (1) Given the product [S:3]1[CH:7]=[C:6]([CH2:8][O:9][C:11]2[C:16]([CH:17]3[CH2:22][CH2:21][N:20]([C:23]([O:25][C:26]([CH3:29])([CH3:28])[CH3:27])=[O:24])[CH2:19][CH2:18]3)=[CH:15][CH:14]=[CH:13][N:12]=2)[N:5]=[CH:4]1, predict the reactants needed to synthesize it. The reactants are: [H-].[Na+].[S:3]1[CH:7]=[C:6]([CH2:8][OH:9])[N:5]=[CH:4]1.Cl[C:11]1[C:16]([CH:17]2[CH2:22][CH2:21][N:20]([C:23]([O:25][C:26]([CH3:29])([CH3:28])[CH3:27])=[O:24])[CH2:19][CH2:18]2)=[CH:15][CH:14]=[CH:13][N:12]=1. (2) The reactants are: [N+:1]([C:4]1[CH:12]=[C:11]2[C:7]([C:8]([C:13]3[CH:18]4[CH2:19][CH2:20][N:15]([CH2:16][CH2:17]4)[CH:14]=3)=[CH:9][NH:10]2)=[CH:6][CH:5]=1)([O-])=O.I.CS[C:24]([C:26]1[S:27][CH:28]=[CH:29][CH:30]=1)=[NH:25]. Given the product [N:15]12[CH2:20][CH2:19][CH:18]([CH2:17][CH2:16]1)[CH:13]([C:8]1[C:7]3[C:11](=[CH:12][C:4]([NH:1][C:24]([C:26]4[S:27][CH:28]=[CH:29][CH:30]=4)=[NH:25])=[CH:5][CH:6]=3)[NH:10][CH:9]=1)[CH2:14]2, predict the reactants needed to synthesize it. (3) Given the product [CH3:1][C:2]1[O:3][C:4]2[C:9]([C:10](=[O:12])[CH:11]=1)=[CH:8][CH:7]=[CH:6][C:5]=2[CH:13]=[C:22]([C:23](=[O:25])[CH3:24])[C:21]([C:15]1[CH:16]=[CH:17][CH:18]=[CH:19][CH:20]=1)=[O:26], predict the reactants needed to synthesize it. The reactants are: [CH3:1][C:2]1[O:3][C:4]2[C:9]([C:10](=[O:12])[CH:11]=1)=[CH:8][CH:7]=[CH:6][C:5]=2[CH:13]=O.[C:15]1([C:21](=[O:26])[CH2:22][C:23](=[O:25])[CH3:24])[CH:20]=[CH:19][CH:18]=[CH:17][CH:16]=1.C(O)(=O)C.N1CCCCC1. (4) Given the product [CH3:23][O:22][C:18]1[C:16]2[N:17]=[C:13]([NH:12][C:9]([C:7]3[O:8][C:4]([N+:1]([O-:3])=[O:2])=[CH:5][CH:6]=3)=[O:10])[S:14][C:15]=2[CH:21]=[CH:20][CH:19]=1, predict the reactants needed to synthesize it. The reactants are: [N+:1]([C:4]1[O:8][C:7]([C:9](Cl)=[O:10])=[CH:6][CH:5]=1)([O-:3])=[O:2].[NH2:12][C:13]1[S:14][C:15]2[CH:21]=[CH:20][CH:19]=[C:18]([O:22][CH3:23])[C:16]=2[N:17]=1.N1C=CC=CC=1. (5) Given the product [NH2:1][C:2]1[C:11]([NH2:12])=[C:10]2[C:5]([C:6]([CH3:17])([CH3:18])[C:7](=[O:16])[NH:8][C:9]2=[O:15])=[CH:4][C:3]=1[Br:19], predict the reactants needed to synthesize it. The reactants are: [NH2:1][C:2]1[C:11]([N+:12]([O-])=O)=[C:10]2[C:5]([C:6]([CH3:18])([CH3:17])[C:7](=[O:16])[NH:8][C:9]2=[O:15])=[CH:4][C:3]=1[Br:19]. (6) Given the product [F:1][C:2]1[CH:7]=[C:6]([F:8])[CH:5]=[CH:4][C:3]=1[C:9]1[N:10]=[C:11]2[CH2:28][CH2:27][CH2:26][N:12]2[C:13]=1[C:14]1[CH:15]=[CH:16][C:17]2[N:18]([C:20]([C:23]([OH:25])([CH3:29])[CH3:24])=[N:21][N:22]=2)[N:19]=1, predict the reactants needed to synthesize it. The reactants are: [F:1][C:2]1[CH:7]=[C:6]([F:8])[CH:5]=[CH:4][C:3]=1[C:9]1[N:10]=[C:11]2[CH2:28][CH2:27][CH2:26][N:12]2[C:13]=1[C:14]1[CH:15]=[CH:16][C:17]2[N:18]([C:20]([C:23](=[O:25])[CH3:24])=[N:21][N:22]=2)[N:19]=1.[CH2:29]1COCC1.C[Mg]Cl.[Cl-].[NH4+]. (7) Given the product [F:32][C:29]1[CH:30]=[CH:31][C:26]([CH2:25][N:14]2[CH2:13][CH2:12][N:11]([C:4]3[C:5](=[O:10])[N:6]([CH3:9])[C:7](=[O:8])[N:2]([CH3:1])[N:3]=3)[CH2:16][CH2:15]2)=[C:27]([C:33]([F:34])([F:35])[F:36])[CH:28]=1, predict the reactants needed to synthesize it. The reactants are: [CH3:1][N:2]1[C:7](=[O:8])[N:6]([CH3:9])[C:5](=[O:10])[C:4]([N:11]2[CH2:16][CH2:15][NH:14][CH2:13][CH2:12]2)=[N:3]1.CCN(CC)CC.Br[CH2:25][C:26]1[CH:31]=[CH:30][C:29]([F:32])=[CH:28][C:27]=1[C:33]([F:36])([F:35])[F:34].O.